Task: Predict the reactants needed to synthesize the given product.. Dataset: Retrosynthesis with 50K atom-mapped reactions and 10 reaction types from USPTO (1) Given the product CC(C)(C)OC(=O)N1CCC2(CCNCC2)C1, predict the reactants needed to synthesize it. The reactants are: CC(C)(C)OC(=O)N1CCC2(CCN(Cc3ccccc3)CC2)C1. (2) Given the product CCCCCNC(=O)N(C)c1cccc(-c2ccc(CCC(=O)O)cc2OCCCC)c1, predict the reactants needed to synthesize it. The reactants are: CCCCCNC(=O)N(C)c1cccc(-c2ccc(CCC(=O)OC)cc2OCCCC)c1.